From a dataset of Full USPTO retrosynthesis dataset with 1.9M reactions from patents (1976-2016). Predict the reactants needed to synthesize the given product. Given the product [OH:27][CH2:26][C:25]([NH:24][C:16](=[O:18])[C:15]1[CH:19]=[CH:20][C:21]([F:23])=[CH:22][C:14]=1[F:13])([CH3:29])[CH3:28], predict the reactants needed to synthesize it. The reactants are: CCN=C=NCCCN(C)C.Cl.[F:13][C:14]1[CH:22]=[C:21]([F:23])[CH:20]=[CH:19][C:15]=1[C:16]([OH:18])=O.[NH2:24][C:25]([CH3:29])([CH3:28])[CH2:26][OH:27].C1C=CC2N(O)N=NC=2C=1.